From a dataset of Full USPTO retrosynthesis dataset with 1.9M reactions from patents (1976-2016). Predict the reactants needed to synthesize the given product. The reactants are: [CH:1]1([C:4]#[C:5][CH2:6][OH:7])[CH2:3][CH2:2]1.[S:8](Cl)([C:11]1[CH:17]=[CH:16][C:14]([CH3:15])=[CH:13][CH:12]=1)(=[O:10])=[O:9].C(N(CC)CC)C. Given the product [CH3:15][C:14]1[CH:16]=[CH:17][C:11]([S:8]([O:7][CH2:6][C:5]#[C:4][CH:1]2[CH2:3][CH2:2]2)(=[O:10])=[O:9])=[CH:12][CH:13]=1, predict the reactants needed to synthesize it.